Dataset: Peptide-MHC class I binding affinity with 185,985 pairs from IEDB/IMGT. Task: Regression. Given a peptide amino acid sequence and an MHC pseudo amino acid sequence, predict their binding affinity value. This is MHC class I binding data. (1) The peptide sequence is QMRTPLHKY. The MHC is HLA-A31:01 with pseudo-sequence HLA-A31:01. The binding affinity (normalized) is 0.171. (2) The peptide sequence is MTFPLHFRS. The binding affinity (normalized) is 0.213. The MHC is HLA-B27:05 with pseudo-sequence HLA-B27:05. (3) The binding affinity (normalized) is 0.569. The peptide sequence is SSYRMGINK. The MHC is HLA-A31:01 with pseudo-sequence HLA-A31:01. (4) The binding affinity (normalized) is 0.330. The MHC is HLA-A01:01 with pseudo-sequence HLA-A01:01. The peptide sequence is QCGDPSSFDY. (5) The peptide sequence is STSLSVSLV. The MHC is HLA-A68:02 with pseudo-sequence HLA-A68:02. The binding affinity (normalized) is 0.559.